This data is from Forward reaction prediction with 1.9M reactions from USPTO patents (1976-2016). The task is: Predict the product of the given reaction. (1) Given the reactants [Br:1][C:2]1[CH:7]=[CH:6][C:5](Br)=[CH:4][CH:3]=1.[Li]CCCC.Cl[Si:15]([CH3:18])([CH3:17])[CH3:16].C(N(CC)CC)C, predict the reaction product. The product is: [CH3:16][Si:15]([CH3:18])([CH3:17])[C:5]1[CH:6]=[CH:7][C:2]([Br:1])=[CH:3][CH:4]=1. (2) Given the reactants BrBr.[OH-].[K+].[CH2:5]1[C:13]2[C:8](=[CH:9][C:10]([C:14](=[O:16])C)=[CH:11][CH:12]=2)[CH2:7][CH2:6]1.[O-:17]S([O-])(=S)=O.[Na+].[Na+].Cl, predict the reaction product. The product is: [CH2:5]1[C:13]2[C:8](=[CH:9][C:10]([C:14]([OH:16])=[O:17])=[CH:11][CH:12]=2)[CH2:7][CH2:6]1.